The task is: Predict the product of the given reaction.. This data is from Forward reaction prediction with 1.9M reactions from USPTO patents (1976-2016). (1) Given the reactants F[C:2]1[CH:7]=[CH:6][CH:5]=[CH:4][C:3]=1[N+:8]([O-:10])=[O:9].[CH3:11][NH:12][CH3:13], predict the reaction product. The product is: [CH3:11][N:12]([CH3:13])[C:2]1[CH:7]=[CH:6][CH:5]=[CH:4][C:3]=1[N+:8]([O-:10])=[O:9]. (2) Given the reactants [CH3:1][O:2][C:3]1[CH:4]=[C:5]([CH2:11][S:12]([O-:15])(=O)=[O:13])[CH:6]=[C:7]([O:9][CH3:10])[CH:8]=1.[Na+].C(Cl)(=O)C([Cl:20])=O, predict the reaction product. The product is: [CH3:1][O:2][C:3]1[CH:4]=[C:5]([CH2:11][S:12]([Cl:20])(=[O:15])=[O:13])[CH:6]=[C:7]([O:9][CH3:10])[CH:8]=1.